From a dataset of Full USPTO retrosynthesis dataset with 1.9M reactions from patents (1976-2016). Predict the reactants needed to synthesize the given product. (1) Given the product [CH2:21]([O:18][C:15]1[CH:14]=[CH:13][C:12]([C:2]2([OH:1])[CH2:3][CH2:4][C:5]3([O:9][CH2:8][CH2:7][O:6]3)[CH2:10][CH2:11]2)=[N:17][CH:16]=1)[C:22]1[CH:27]=[CH:26][CH:25]=[CH:24][CH:23]=1, predict the reactants needed to synthesize it. The reactants are: [OH:1][C:2]1([C:12]2[N:17]=[CH:16][C:15]([OH:18])=[CH:14][CH:13]=2)[CH2:11][CH2:10][C:5]2([O:9][CH2:8][CH2:7][O:6]2)[CH2:4][CH2:3]1.[H-].[Na+].[CH2:21](Br)[C:22]1[CH:27]=[CH:26][CH:25]=[CH:24][CH:23]=1.O. (2) The reactants are: [CH2:1]1[O:36][C:35]2[CH:34]=[CH:33][C:5]([CH2:6][O:7][C:8](=[O:32])[C@H:9]([NH:18][S:19]([C:22]3[C:27]([CH3:28])=[CH:26][C:25]([O:29][CH3:30])=[CH:24][C:23]=3[CH3:31])(=[O:21])=[O:20])[CH2:10][O:11][CH:12]3[CH2:17][CH2:16][CH2:15][CH2:14][O:13]3)=[CH:4][C:3]=2[O:2]1.[CH2:37]1[O:45][C:44]2[CH:43]=[CH:42][C:41]([CH2:46]O)=[CH:40][C:39]=2[O:38]1.C(P(CCCC)CCCC)CCC.N(C(N1CCCCC1)=O)=NC(N1CCCCC1)=O. Given the product [CH2:1]1[O:36][C:35]2[CH:34]=[CH:33][C:5]([CH2:6][O:7][C:8](=[O:32])[C@H:9]([N:18]([CH2:46][C:41]3[CH:42]=[CH:43][C:44]4[O:45][CH2:37][O:38][C:39]=4[CH:40]=3)[S:19]([C:22]3[C:27]([CH3:28])=[CH:26][C:25]([O:29][CH3:30])=[CH:24][C:23]=3[CH3:31])(=[O:21])=[O:20])[CH2:10][O:11][CH:12]3[CH2:17][CH2:16][CH2:15][CH2:14][O:13]3)=[CH:4][C:3]=2[O:2]1, predict the reactants needed to synthesize it.